This data is from Forward reaction prediction with 1.9M reactions from USPTO patents (1976-2016). The task is: Predict the product of the given reaction. (1) Given the reactants [NH2:1][CH:2]([C:8]1[CH:16]=[CH:15][C:11]([C:12]([OH:14])=[O:13])=[CH:10][CH:9]=1)[C:3]([O:5][CH2:6][CH3:7])=[O:4].CCN(C(C)C)C(C)C.[C:26](OC(=O)C)(=[O:28])[CH3:27].Cl, predict the reaction product. The product is: [C:26]([NH:1][CH:2]([C:8]1[CH:16]=[CH:15][C:11]([C:12]([OH:14])=[O:13])=[CH:10][CH:9]=1)[C:3]([O:5][CH2:6][CH3:7])=[O:4])(=[O:28])[CH3:27]. (2) Given the reactants FC1C=C(CNCCC(C)C)C=CC=1[O:4][C:5]1[CH:17]=[CH:16][C:8]2[C:9](=[O:15])[O:10][C:11]([CH3:14])([CH3:13])[O:12][C:7]=2[CH:6]=1.CC(OC(OC(OC(C)(C)C)=O)=O)(C)C.C(=O)([O-])[O-].[K+].[K+].O, predict the reaction product. The product is: [OH:4][C:5]1[CH:17]=[CH:16][C:8]2[C:9](=[O:15])[O:10][C:11]([CH3:13])([CH3:14])[O:12][C:7]=2[CH:6]=1.